Dataset: Forward reaction prediction with 1.9M reactions from USPTO patents (1976-2016). Task: Predict the product of the given reaction. The product is: [F:36][C:30]1[CH:31]=[CH:32][CH:33]=[C:34]([F:35])[C:29]=1[CH:27]1[O:26][N:25]=[C:24]([C:22]2[N:1]=[C:2]([CH:3]3[CH2:8][CH2:7][N:6]([C:9]([O:11][CH2:12][CH3:13])=[O:10])[N:5]([C:14]([O:16][CH2:17][CH3:18])=[O:15])[CH2:4]3)[S:19][CH:21]=2)[CH2:28]1. Given the reactants [NH2:1][C:2](=[S:19])[CH:3]1[CH2:8][CH2:7][N:6]([C:9]([O:11][CH2:12][CH3:13])=[O:10])[N:5]([C:14]([O:16][CH2:17][CH3:18])=[O:15])[CH2:4]1.Br[CH2:21][C:22]([C:24]1[CH2:28][CH:27]([C:29]2[C:34]([F:35])=[CH:33][CH:32]=[CH:31][C:30]=2[F:36])[O:26][N:25]=1)=O.C([O-])(=O)C.[Na+], predict the reaction product.